Dataset: Full USPTO retrosynthesis dataset with 1.9M reactions from patents (1976-2016). Task: Predict the reactants needed to synthesize the given product. (1) Given the product [Cl:1][C:2]1[CH:3]=[CH:4][C:5]2[N:11]3[C:12]([CH:15]([F:16])[F:17])=[N:13][N:14]=[C:10]3[C@@H:9]([CH2:18][C:19]3[O:20][C:21]([CH2:24][CH2:25][C:26]([OH:28])=[O:27])=[CH:22][N:23]=3)[O:8][C@H:7]([C:30]3[CH:35]=[CH:34][CH:33]=[C:32]([O:36][CH3:37])[C:31]=3[O:38][CH3:39])[C:6]=2[CH:40]=1, predict the reactants needed to synthesize it. The reactants are: [Cl:1][C:2]1[CH:3]=[CH:4][C:5]2[N:11]3[C:12]([CH:15]([F:17])[F:16])=[N:13][N:14]=[C:10]3[C@@H:9]([CH2:18][C:19]3[O:20][C:21]([CH2:24][CH2:25][C:26]([O:28]C)=[O:27])=[CH:22][N:23]=3)[O:8][C@H:7]([C:30]3[CH:35]=[CH:34][CH:33]=[C:32]([O:36][CH3:37])[C:31]=3[O:38][CH3:39])[C:6]=2[CH:40]=1.C(=O)([O-])[O-].[K+].[K+].Cl. (2) Given the product [Br:1][C:2]1[C:3](=[O:10])[N:4]([CH3:9])[C:5](=[O:8])[N:6]([C:18]2[CH:19]=[CH:20][CH:21]=[CH:22][C:17]=2[CH3:26])[N:7]=1, predict the reactants needed to synthesize it. The reactants are: [Br:1][C:2]1[C:3](=[O:10])[N:4]([CH3:9])[C:5](=[O:8])[NH:6][N:7]=1.N1C=CC=CC=1.[C:17]1([CH3:26])[CH:22]=[CH:21][CH:20]=[CH:19][C:18]=1B(O)O. (3) Given the product [P:38]([O:31][C:28]([C@@:17]1([O:18][C:19]2[CH:24]=[C:23]([F:25])[C:22]([F:26])=[C:21]([F:27])[CH:20]=2)[CH2:16][CH2:15][CH2:14][N:13]2[C:9]([C:7]3[CH:6]=[CH:5][C:4]([N:32]4[CH:36]=[C:35]([CH3:37])[N:34]=[CH:33]4)=[C:3]([O:2][CH3:1])[N:8]=3)=[N:10][N:11]=[C:12]12)([CH3:30])[CH3:29])([OH:41])([OH:40])=[O:39], predict the reactants needed to synthesize it. The reactants are: [CH3:1][O:2][C:3]1[N:8]=[C:7]([C:9]2[N:13]3[CH2:14][CH2:15][CH2:16][C@@:17]([C:28]([OH:31])([CH3:30])[CH3:29])([O:18][C:19]4[CH:24]=[C:23]([F:25])[C:22]([F:26])=[C:21]([F:27])[CH:20]=4)[C:12]3=[N:11][N:10]=2)[CH:6]=[CH:5][C:4]=1[N:32]1[CH:36]=[C:35]([CH3:37])[N:34]=[CH:33]1.[P:38](=O)([OH:41])([OH:40])[OH:39]. (4) Given the product [F:36][C:15]([F:14])([F:35])[C:16]1[CH:30]=[C:29]([C:31]([F:34])([F:33])[F:32])[CH:28]=[CH:27][C:17]=1[CH2:18][N:19]1[CH2:24][CH2:23][CH:22](/[CH:25]=[C:12]2/[C:8]([NH:7][C@@H:6]3[CH2:5][CH2:4][NH:3][C:2]3=[O:1])=[N:9][C:10](=[O:13])[S:11]/2)[CH2:21][CH2:20]1, predict the reactants needed to synthesize it. The reactants are: [O:1]=[C:2]1[C@H:6]([NH:7][C:8]2[CH2:12][S:11][C:10](=[O:13])[N:9]=2)[CH2:5][CH2:4][NH:3]1.[F:14][C:15]([F:36])([F:35])[C:16]1[CH:30]=[C:29]([C:31]([F:34])([F:33])[F:32])[CH:28]=[CH:27][C:17]=1[CH2:18][N:19]1[CH2:24][CH2:23][CH:22]([CH:25]=O)[CH2:21][CH2:20]1.C([O-])(=O)C.[NH2+]1CCCCC1. (5) Given the product [Cl:1][C:2]1[CH:7]=[CH:6][C:5]([S:8]([C:11]2[C:19]([F:20])=[CH:18][C:14]([C:15]([NH:35][C:31]3[S:30][CH:34]=[CH:33][N:32]=3)=[O:17])=[C:13]([CH2:21][C:22]3[CH:27]=[C:26]([F:28])[CH:25]=[CH:24][C:23]=3[F:29])[N:12]=2)(=[O:10])=[O:9])=[CH:4][CH:3]=1, predict the reactants needed to synthesize it. The reactants are: [Cl:1][C:2]1[CH:7]=[CH:6][C:5]([S:8]([C:11]2[C:19]([F:20])=[CH:18][C:14]([C:15]([OH:17])=O)=[C:13]([CH2:21][C:22]3[CH:27]=[C:26]([F:28])[CH:25]=[CH:24][C:23]=3[F:29])[N:12]=2)(=[O:10])=[O:9])=[CH:4][CH:3]=1.[S:30]1[CH:34]=[CH:33][N:32]=[C:31]1[NH2:35].N1(O)C2C=CC=CC=2N=N1.CN1CCOCC1.Cl.C(N=C=NCCCN(C)C)C. (6) Given the product [CH2:17]([N:24]1[C:28](/[CH:29]=[CH:9]/[C:10]([O:12][CH2:13][CH3:14])=[O:11])=[CH:27][C:26]([O:31][CH2:32][C:33]2[CH:38]=[CH:37][CH:36]=[CH:35][CH:34]=2)=[N:25]1)[C:18]1[CH:19]=[CH:20][CH:21]=[CH:22][CH:23]=1, predict the reactants needed to synthesize it. The reactants are: C(OP([CH2:9][C:10]([O:12][CH2:13][CH3:14])=[O:11])(OCC)=O)C.[H-].[Na+].[CH2:17]([N:24]1[C:28]([CH:29]=O)=[CH:27][C:26]([O:31][CH2:32][C:33]2[CH:38]=[CH:37][CH:36]=[CH:35][CH:34]=2)=[N:25]1)[C:18]1[CH:23]=[CH:22][CH:21]=[CH:20][CH:19]=1.[Cl-].[NH4+]. (7) The reactants are: Cl.[F:2][C:3]([F:24])([F:23])[C:4]1[CH:22]=[CH:21][CH:20]=[CH:19][C:5]=1[CH:6]([O:14][CH:15]1[CH2:18][NH:17][CH2:16]1)[C:7]1[CH:12]=[CH:11][C:10]([Cl:13])=[CH:9][CH:8]=1.[N-:25]=[C:26]=[O:27]. Given the product [F:24][C:3]([F:2])([F:23])[C:4]1[CH:22]=[CH:21][CH:20]=[CH:19][C:5]=1[CH:6]([O:14][CH:15]1[CH2:18][N:17]([C:26]([NH:25][CH:4]([CH2:5][CH3:6])[CH3:3])=[O:27])[CH2:16]1)[C:7]1[CH:12]=[CH:11][C:10]([Cl:13])=[CH:9][CH:8]=1, predict the reactants needed to synthesize it. (8) Given the product [Cl:1][C:2]1[CH:7]=[C:6]([N+:8]([O-:10])=[O:9])[CH:5]=[CH:4][C:3]=1[O:19][CH2:18][CH2:17][N:12]1[CH2:16][CH2:15][CH2:14][CH2:13]1, predict the reactants needed to synthesize it. The reactants are: [Cl:1][C:2]1[CH:7]=[C:6]([N+:8]([O-:10])=[O:9])[CH:5]=[CH:4][C:3]=1F.[N:12]1([CH2:17][CH2:18][OH:19])[CH2:16][CH2:15][CH2:14][CH2:13]1.C(=O)([O-])[O-].[Cs+].[Cs+]. (9) Given the product [CH2:1]([O:3][C:4]([C:6]1[C:7]([O:25][C:26](=[O:28])[CH3:27])=[C:8]2[C:16]([Cl:36])=[CH:15][N:14]([CH2:17][C:18]3[CH:23]=[CH:22][C:21]([F:24])=[CH:20][CH:19]=3)[C:9]2=[C:10]([C:12]#[N:13])[N:11]=1)=[O:5])[CH3:2], predict the reactants needed to synthesize it. The reactants are: [CH2:1]([O:3][C:4]([C:6]1[C:7]([O:25][C:26](=[O:28])[CH3:27])=[C:8]2[CH:16]=[CH:15][N:14]([CH2:17][C:18]3[CH:23]=[CH:22][C:21]([F:24])=[CH:20][CH:19]=3)[C:9]2=[C:10]([C:12]#[N:13])[N:11]=1)=[O:5])[CH3:2].C1C(=O)N([Cl:36])C(=O)C1.